From a dataset of Full USPTO retrosynthesis dataset with 1.9M reactions from patents (1976-2016). Predict the reactants needed to synthesize the given product. (1) Given the product [CH3:15][NH:16][C:3]([C@@H:5]1[C@@H:12]2[C@@H:8]([O:9][C:10]([CH3:14])([CH3:13])[O:11]2)[CH2:7][S:6]1)=[O:2], predict the reactants needed to synthesize it. The reactants are: C[O:2][C:3]([C@H:5]1[C@@H:12]2[C@@H:8]([O:9][C:10]([CH3:14])([CH3:13])[O:11]2)[CH2:7][S:6]1)=O.[CH3:15][NH2:16]. (2) Given the product [NH:1]([C:16]([CH2:18][CH2:19][CH2:20][CH2:21][CH2:22][CH2:23][CH2:24][CH2:25][CH2:26][CH2:27][CH2:28][CH2:29][CH2:30][CH2:31][CH3:32])=[O:17])[CH2:2][C:3]([OH:4])=[O:33], predict the reactants needed to synthesize it. The reactants are: [NH:1]([C:16]([CH2:18][CH2:19][CH2:20][CH2:21][CH2:22][CH2:23][CH2:24][CH2:25][CH2:26][CH2:27][CH2:28][CH2:29][CH2:30][CH2:31][CH3:32])=[O:17])[CH2:2][C:3](N[C@H](C(O)=O)CC1N=CNC=1)=[O:4].[OH2:33]. (3) Given the product [Na+:36].[Cl:32][C:26]1[CH:27]=[CH:28][CH:29]=[C:30]([Cl:31])[C:25]=1[C:24]([NH:23][CH:4]([CH2:5]/[CH:6]=[CH:7]/[C:8]1[CH:13]=[CH:12][C:11]([C:14]2([CH2:20][O:21][CH3:22])[CH2:15][CH2:16][O:17][CH2:18][CH2:19]2)=[CH:10][CH:9]=1)[C:3]([O-:34])=[O:2])=[O:33], predict the reactants needed to synthesize it. The reactants are: C[O:2][C:3](=[O:34])[CH:4]([NH:23][C:24](=[O:33])[C:25]1[C:30]([Cl:31])=[CH:29][CH:28]=[CH:27][C:26]=1[Cl:32])[CH2:5]/[CH:6]=[CH:7]/[C:8]1[CH:13]=[CH:12][C:11]([C:14]2([CH2:20][O:21][CH3:22])[CH2:19][CH2:18][O:17][CH2:16][CH2:15]2)=[CH:10][CH:9]=1.[OH-].[Na+:36]. (4) Given the product [CH3:1][C:2]1[CH:24]=[CH:23][C:22]([CH3:25])=[CH:21][C:3]=1[CH2:4][O:5][C:6]1[CH:7]=[CH:8][C:9]([C:12](=[O:20])[CH2:13][CH2:14][C:15]([OH:17])=[O:16])=[CH:10][CH:11]=1, predict the reactants needed to synthesize it. The reactants are: [CH3:1][C:2]1[CH:24]=[CH:23][C:22]([CH3:25])=[CH:21][C:3]=1[CH2:4][O:5][C:6]1[CH:11]=[CH:10][C:9]([C:12](=[O:20])[CH2:13][CH2:14][C:15]([O:17]CC)=[O:16])=[CH:8][CH:7]=1.[OH-].[Na+]. (5) Given the product [CH3:41][N:40]([CH3:42])[C:37]1[N:38]=[CH:39][C:34]([NH:33][CH:26]([C:27]2[CH:28]=[CH:29][CH:30]=[CH:31][CH:32]=2)[C:8]([C:10]2[C:18]3[C:13](=[CH:14][CH:15]=[CH:16][CH:17]=3)[NH:12][CH:11]=2)=[O:9])=[CH:35][C:36]=1[O:43][CH3:44], predict the reactants needed to synthesize it. The reactants are: C(N(CC)CC)C.[CH:8]([C:10]1[C:18]2[C:13](=[CH:14][CH:15]=[CH:16][CH:17]=2)[N:12](C(OC(C)(C)C)=O)[CH:11]=1)=[O:9].[CH:26](=[N:33][C:34]1[CH:35]=[C:36]([O:43][CH3:44])[C:37]([N:40]([CH3:42])[CH3:41])=[N:38][CH:39]=1)[C:27]1[CH:32]=[CH:31][CH:30]=[CH:29][CH:28]=1. (6) Given the product [C:1]([C:3]1[CH:4]=[C:5]([CH:10]=[C:11]([O:13][CH3:14])[CH:12]=1)[C:6]([OH:8])=[O:7])#[N:2], predict the reactants needed to synthesize it. The reactants are: [C:1]([C:3]1[CH:4]=[C:5]([CH:10]=[C:11]([O:13][CH3:14])[CH:12]=1)[C:6]([O:8]C)=[O:7])#[N:2].O.[OH-].[Na+]. (7) Given the product [CH3:1][C:2]1[S:6][C:5]2=[C:7]([NH2:14])[C:8]([CH3:10])=[N:9][N:4]2[CH:3]=1, predict the reactants needed to synthesize it. The reactants are: [CH3:1][C:2]1[S:6][C:5]2=[C:7](C(=O)C)[C:8]([CH3:10])=[N:9][N:4]2[CH:3]=1.[N:14]([O-])=O.[Na+].[OH-].[Na+]. (8) Given the product [OH:25][C:21]1[C:20]([O:27][CH3:28])=[CH:19][CH:18]=[C:17]([O:16][CH2:15][C:14]2[C:9]([C:8]3[N:4]([CH:1]([CH3:3])[CH3:2])[N:5]=[CH:6][CH:7]=3)=[N:10][CH:11]=[CH:12][CH:13]=2)[C:22]=1[CH:23]=[O:24], predict the reactants needed to synthesize it. The reactants are: [CH:1]([N:4]1[C:8]([C:9]2[C:14]([CH2:15][O:16][C:17]3[C:22]([CH:23]=[O:24])=[C:21]([O:25]C)[C:20]([O:27][CH3:28])=[CH:19][CH:18]=3)=[CH:13][CH:12]=[CH:11][N:10]=2)=[CH:7][CH:6]=[N:5]1)([CH3:3])[CH3:2].B(Br)(Br)Br. (9) Given the product [CH3:1][O:2][C:3](=[O:25])[CH2:4][C:5]1[CH:6]=[C:7]([C:12]2[CH:17]=[CH:16][C:15]([C:18]([F:19])([F:20])[F:21])=[CH:14][C:13]=2[CH2:22][N:23]([C:27]([O:29][CH2:30][C:31]2[CH:36]=[CH:35][CH:34]=[CH:33][CH:32]=2)=[O:28])[CH3:24])[C:8]([F:11])=[CH:9][CH:10]=1, predict the reactants needed to synthesize it. The reactants are: [CH3:1][O:2][C:3](=[O:25])[CH2:4][C:5]1[CH:6]=[C:7]([C:12]2[CH:17]=[CH:16][C:15]([C:18]([F:21])([F:20])[F:19])=[CH:14][C:13]=2[CH2:22][NH:23][CH3:24])[C:8]([F:11])=[CH:9][CH:10]=1.Cl[C:27]([O:29][CH2:30][C:31]1[CH:36]=[CH:35][CH:34]=[CH:33][CH:32]=1)=[O:28].